From a dataset of Full USPTO retrosynthesis dataset with 1.9M reactions from patents (1976-2016). Predict the reactants needed to synthesize the given product. (1) The reactants are: [Cl:1][C:2]1[C:3]([F:44])=[C:4]([C@@H:8]2[C@:12]([C:15]3[CH:20]=[CH:19][C:18]([Cl:21])=[CH:17][C:16]=3[F:22])([C:13]#[N:14])[C@H:11]([CH2:23][C:24]([CH3:27])([CH3:26])[CH3:25])[NH:10][C@H:9]2[C:28]([NH:30][C:31]2[CH:36]=[CH:35][C:34]([CH2:37][CH2:38][CH2:39][C:40]([O:42]C)=[O:41])=[CH:33][CH:32]=2)=[O:29])[CH:5]=[CH:6][CH:7]=1.O.[OH-].[Li+].Cl. Given the product [Cl:1][C:2]1[C:3]([F:44])=[C:4]([C@@H:8]2[C@:12]([C:15]3[CH:20]=[CH:19][C:18]([Cl:21])=[CH:17][C:16]=3[F:22])([C:13]#[N:14])[C@H:11]([CH2:23][C:24]([CH3:27])([CH3:26])[CH3:25])[NH:10][C@H:9]2[C:28]([NH:30][C:31]2[CH:32]=[CH:33][C:34]([CH2:37][CH2:38][CH2:39][C:40]([OH:42])=[O:41])=[CH:35][CH:36]=2)=[O:29])[CH:5]=[CH:6][CH:7]=1, predict the reactants needed to synthesize it. (2) Given the product [C:1]([C:3]1[CH:4]=[CH:5][C:6]([CH2:7][CH:8]([CH:21]=[O:22])[CH2:9][CH2:10][C:11]2[CH:12]=[CH:13][C:14]([C:15]([O:17][CH3:18])=[O:16])=[CH:19][CH:20]=2)=[CH:23][CH:24]=1)#[N:2], predict the reactants needed to synthesize it. The reactants are: [C:1]([C:3]1[CH:24]=[CH:23][C:6]([CH2:7][CH:8]([CH2:21][OH:22])[CH2:9][CH2:10][C:11]2[CH:20]=[CH:19][C:14]([C:15]([O:17][CH3:18])=[O:16])=[CH:13][CH:12]=2)=[CH:5][CH:4]=1)#[N:2].[Cr](Cl)([O-])(=O)=O.[NH+]1C=CC=CC=1.